Predict the product of the given reaction. From a dataset of Forward reaction prediction with 1.9M reactions from USPTO patents (1976-2016). (1) Given the reactants [Br:1][C:2]1[CH:11]=[C:10]2[C:5]([C:6]([S:12][C:13]3([C:17]([O:19]CC)=[O:18])[CH2:16][CH2:15][CH2:14]3)=[CH:7][CH:8]=[N:9]2)=[CH:4][CH:3]=1.O.[OH-].[Li+], predict the reaction product. The product is: [Br:1][C:2]1[CH:11]=[C:10]2[C:5]([C:6]([S:12][C:13]3([C:17]([OH:19])=[O:18])[CH2:14][CH2:15][CH2:16]3)=[CH:7][CH:8]=[N:9]2)=[CH:4][CH:3]=1. (2) Given the reactants [C:1]([O:5][C:6]([N:8]1[CH2:12][CH2:11][C@@H:10]([OH:13])[CH2:9]1)=[O:7])([CH3:4])([CH3:3])[CH3:2].[H-].[Na+].CI.[C:18](OCC)(=O)C.CCCCCC, predict the reaction product. The product is: [C:1]([O:5][C:6]([N:8]1[CH2:12][CH2:11][C@@H:10]([O:13][CH3:18])[CH2:9]1)=[O:7])([CH3:4])([CH3:2])[CH3:3]. (3) Given the reactants [CH3:1][O:2][CH:3]([O:33][CH3:34])[C@:4]1([CH3:32])[C@@H:9]([OH:10])[C@H:8]([N:11]([C:18]2[CH:23]=[CH:22][C:21]([Cl:24])=[CH:20][CH:19]=2)[CH2:12][C:13]2[NH:14][CH:15]=[CH:16][N:17]=2)[C:7]2[CH:25]=[C:26]([N+:29]([O-])=O)[CH:27]=[CH:28][C:6]=2[O:5]1.[BH4-].[Na+].C(OCC)(=O)C, predict the reaction product. The product is: [NH2:29][C:26]1[CH:27]=[CH:28][C:6]2[O:5][C@@:4]([CH:3]([O:33][CH3:34])[O:2][CH3:1])([CH3:32])[C@@H:9]([OH:10])[C@H:8]([N:11]([C:18]3[CH:19]=[CH:20][C:21]([Cl:24])=[CH:22][CH:23]=3)[CH2:12][C:13]3[NH:14][CH:15]=[CH:16][N:17]=3)[C:7]=2[CH:25]=1. (4) Given the reactants [N:1]1[CH:6]=[CH:5][CH:4]=[CH:3][C:2]=1[C:7]1[CH:11]=[C:10]([CH2:12][OH:13])[O:9][N:8]=1.N1C=CC=NC=1C1C=CC(C#CCO)=CC=1, predict the reaction product. The product is: [N:1]1[CH:6]=[CH:5][CH:4]=[CH:3][C:2]=1[C:7]1[CH:11]=[C:10]([CH:12]=[O:13])[O:9][N:8]=1. (5) Given the reactants [CH:1]1([C:4]2[C:13]([I:14])=[CH:12][C:7]([C:8]([O:10]C)=[O:9])=[C:6]([CH2:15][CH3:16])[CH:5]=2)[CH2:3][CH2:2]1.[OH-].[Na+], predict the reaction product. The product is: [CH:1]1([C:4]2[C:13]([I:14])=[CH:12][C:7]([C:8]([OH:10])=[O:9])=[C:6]([CH2:15][CH3:16])[CH:5]=2)[CH2:2][CH2:3]1. (6) Given the reactants [C:1]([O:9][C:10]1([CH2:23][C:24]2[CH:29]=[C:28]([O:30][CH3:31])[C:27](OC)=[C:26]([O:34][CH3:35])[CH:25]=2)[C:18]2[C:13](=[CH:14][CH:15]=[C:16]([CH3:19])[CH:17]=2)[N:12]([CH2:20][CH3:21])[C:11]1=[O:22])(=[O:8])[C:2]1[CH:7]=[CH:6][CH:5]=[CH:4][CH:3]=1.C(OC1C2C(=CC=C(C)C=2)N(CC)C1=O)(=O)C1C=CC=CC=1.COC1C=C(C=C(OC)C=1)CBr, predict the reaction product. The product is: [C:1]([O:9][C:10]1([CH2:23][C:24]2[CH:29]=[C:28]([O:30][CH3:31])[CH:27]=[C:26]([O:34][CH3:35])[CH:25]=2)[C:18]2[C:13](=[CH:14][CH:15]=[C:16]([CH3:19])[CH:17]=2)[N:12]([CH2:20][CH3:21])[C:11]1=[O:22])(=[O:8])[C:2]1[CH:3]=[CH:4][CH:5]=[CH:6][CH:7]=1. (7) Given the reactants [OH-].[Na+].C([O:6][CH2:7][CH2:8][O:9][CH2:10][CH2:11][O:12][C:13]1[CH:14]=[CH:15][C:16]2[C:23]3[C:24]4([O:29][CH2:28][C:27]([CH3:31])([CH3:30])[CH2:26][O:25]4)[C:22]=3[C:21]3[CH:32]=[CH:33][C:34]([O:36][CH2:37][CH2:38][CH2:39][CH3:40])=[CH:35][C:20]=3[CH2:19][CH2:18][C:17]=2[CH:41]=1)(=O)C, predict the reaction product. The product is: [CH2:37]([O:36][C:34]1[CH:33]=[CH:32][C:21]2[C:22]3[C:24]4([O:29][CH2:28][C:27]([CH3:31])([CH3:30])[CH2:26][O:25]4)[C:23]=3[C:16]3[CH:15]=[CH:14][C:13]([O:12][CH2:11][CH2:10][O:9][CH2:8][CH2:7][OH:6])=[CH:41][C:17]=3[CH2:18][CH2:19][C:20]=2[CH:35]=1)[CH2:38][CH2:39][CH3:40].